Task: Binary Classification. Given a miRNA mature sequence and a target amino acid sequence, predict their likelihood of interaction.. Dataset: Experimentally validated miRNA-target interactions with 360,000+ pairs, plus equal number of negative samples (1) The miRNA is dre-let-7f with sequence UGAGGUAGUAGAUUGUAUAGUU. The protein sequence of the target gene is MESSVDEEALHQLYLWVDNIPLSRPKRNLSRDFSDGVLVAELIKFYFPKMVEMHNYVPANSLQQKLSNWGHLNRKVLNKLNFSVPDDVMRKIAQCSPGVVELVLIPLRQRLEERQRRQKLGVGSLQELAPQDSSGYMDMGLPQKVRGEGAPALGEQLREGRPLASRPPGYNQALQGDPSFVLQIAEKEQELLASQETVQVLQMKVKRLEHLLQLKNVRIDDLSRRLQQAERKQR. Result: 0 (no interaction). (2) The miRNA is hsa-miR-302c-3p with sequence UAAGUGCUUCCAUGUUUCAGUGG. The protein sequence of the target gene is MAVSTGVKVPRNFRLLEELEEGQKGVGDGTVSWGLEDDEDMTLTRWTGMIIGPPRTNYENRIYSLKVECGPKYPEAPPSVRFVTKINMNGINNSSGMVDARSIPVLAKWQNSYSIKVVLQELRRLMMSKENMKLPQPPEGQTYNN. Result: 1 (interaction). (3) The miRNA is hsa-let-7b-5p with sequence UGAGGUAGUAGGUUGUGUGGUU. The protein sequence of the target gene is MAFWAGGSPSVVDYFPSEDFYRCGYCKNESGSRSNGMWAHSMTVQDYQDLIDRGWRRSGKYVYKPVMNQTCCPQYTIRCRPLQFQPSKSHKKVLKKMLKFLAKGEVPKGSCEDEPMDSTMDDAVAGDFALINKLDIQCDLKTLSDDIKESLESEGKNSKKEEPQELLQSQDFVGEKLGSGEPSHSVKVHTVPKPGKGADLSKPPCRKAKEIRKERKRLKLMQQNPAGELEGFQAQGHPPSLFPPKAKSNQPKSLEDLIFESLPENASHKLEVRVVRSSPPSSQFKATLLESYQVYKRYQM.... Result: 1 (interaction).